Task: Predict the reactants needed to synthesize the given product.. Dataset: Full USPTO retrosynthesis dataset with 1.9M reactions from patents (1976-2016) (1) Given the product [Cl:1][C:2]1[C:16]([Cl:17])=[C:15]([CH2:18][CH2:19][C:20](=[O:36])[C:21]2[S:22][C:23]([C:26]3[CH:31]=[CH:30][C:29]([C:32]([F:33])([F:34])[F:35])=[CH:28][CH:27]=3)=[CH:24][CH:25]=2)[CH:14]=[CH:13][C:3]=1[O:4][CH2:5][C:6]([OH:8])=[O:7], predict the reactants needed to synthesize it. The reactants are: [Cl:1][C:2]1[C:16]([Cl:17])=[C:15]([CH2:18][CH2:19][C:20](=[O:36])[C:21]2[S:22][C:23]([C:26]3[CH:31]=[CH:30][C:29]([C:32]([F:35])([F:34])[F:33])=[CH:28][CH:27]=3)=[CH:24][CH:25]=2)[CH:14]=[CH:13][C:3]=1[O:4][CH2:5][C:6]([O:8]C(C)(C)C)=[O:7].FC(F)(F)C(O)=O. (2) Given the product [S:1]1[C:5]2[CH:6]=[CH:7][CH:8]=[CH:9][C:4]=2[C:3]([NH:10][CH2:11][CH2:12][NH:13][C:14]([CH:16]2[CH2:21][CH2:20][CH2:19][N:18]([C:35](=[O:36])[C:34]3[CH:33]=[C:32]([Cl:31])[CH:40]=[C:39]([Cl:41])[CH:38]=3)[CH2:17]2)=[O:15])=[N:2]1, predict the reactants needed to synthesize it. The reactants are: [S:1]1[C:5]2[CH:6]=[CH:7][CH:8]=[CH:9][C:4]=2[C:3]([NH:10][CH2:11][CH2:12][NH:13][C:14]([CH:16]2[CH2:21][CH2:20][CH2:19][NH:18][CH2:17]2)=[O:15])=[N:2]1.C(N(C(C)C)CC)(C)C.[Cl:31][C:32]1[CH:33]=[C:34]([CH:38]=[C:39]([Cl:41])[CH:40]=1)[C:35](Cl)=[O:36]. (3) Given the product [O:20]1[CH:24]=[CH:23][CH:22]=[C:21]1[C:25]1[CH:26]=[C:27]([CH2:31][CH2:32][C:6](=[O:8])[CH2:5][C:4]([O:10][CH2:18][CH3:19])=[O:9])[CH:28]=[CH:29][CH:30]=1, predict the reactants needed to synthesize it. The reactants are: [Mg+2].[Cl-].[Cl-].[C:4]([O-:10])(=[O:9])[CH2:5][C:6]([O-:8])=O.[K+].[K+].C(N([CH2:18][CH3:19])CC)C.[O:20]1[CH:24]=[CH:23][CH:22]=[C:21]1[C:25]1[CH:26]=[C:27]([CH2:31][CH2:32]C(O)=O)[CH:28]=[CH:29][CH:30]=1.C(N1C=CN=C1)(N1C=CN=C1)=O. (4) Given the product [Cl:8][C:4]1[CH:5]=[CH:6][CH:7]=[C:2]([Cl:1])[C:3]=1[C:9]1[C:13]([CH2:14][O:15][C:16]2[CH:17]=[C:18]3[C:22](=[CH:23][CH:24]=2)[CH2:21][CH:20]([C:25]2[CH:26]=[C:27]([CH:32]=[CH:33][CH:34]=2)[C:28]([OH:30])=[O:29])[CH2:19]3)=[C:12]([CH:35]([CH3:37])[CH3:36])[O:11][N:10]=1, predict the reactants needed to synthesize it. The reactants are: [Cl:1][C:2]1[CH:7]=[CH:6][CH:5]=[C:4]([Cl:8])[C:3]=1[C:9]1[C:13]([CH2:14][O:15][C:16]2[CH:17]=[C:18]3[C:22](=[CH:23][CH:24]=2)[CH2:21][CH:20]([C:25]2[CH:26]=[C:27]([CH:32]=[CH:33][CH:34]=2)[C:28]([O:30]C)=[O:29])[CH2:19]3)=[C:12]([CH:35]([CH3:37])[CH3:36])[O:11][N:10]=1.[OH-].[Na+]. (5) Given the product [CH2:8]([N:9]1[C:13]([C:14]2[CH:19]=[CH:18][N:17]=[CH:16][CH:15]=2)=[C:12]([C:20]2[O:21][N:28]=[C:27]([C:29]3[CH:34]=[CH:33][C:32]([CH2:35][OH:36])=[CH:31][CH:30]=3)[N:26]=2)[CH:11]=[N:10]1)[CH2:7][C:1]1[CH:2]=[CH:3][CH:4]=[CH:5][CH:6]=1, predict the reactants needed to synthesize it. The reactants are: [C:1]1([CH2:7][CH2:8][N:9]2[C:13]([C:14]3[CH:19]=[CH:18][N:17]=[CH:16][CH:15]=3)=[C:12]([C:20](OCC)=[O:21])[CH:11]=[N:10]2)[CH:6]=[CH:5][CH:4]=[CH:3][CH:2]=1.O[N:26]=[C:27]([C:29]1[CH:34]=[CH:33][C:32]([CH2:35][OH:36])=[CH:31][CH:30]=1)[NH2:28]. (6) Given the product [NH2:1][C:2]([NH:4][C:5]1[C:6]([C:18]([NH2:20])=[O:19])=[N:7][N:8]([C:10]2[CH:15]=[CH:14][C:13]([C:23]3[CH:24]=[CH:25][CH:26]=[CH:27][C:22]=3[OH:21])=[C:12]([F:17])[CH:11]=2)[CH:9]=1)=[O:3], predict the reactants needed to synthesize it. The reactants are: [NH2:1][C:2]([NH:4][C:5]1[C:6]([C:18]([NH2:20])=[O:19])=[N:7][N:8]([C:10]2[CH:15]=[CH:14][C:13](Br)=[C:12]([F:17])[CH:11]=2)[CH:9]=1)=[O:3].[OH:21][C:22]1[CH:27]=[CH:26][CH:25]=[CH:24][C:23]=1B(O)O.C([O-])([O-])=O.[Cs+].[Cs+].N#N.